This data is from Forward reaction prediction with 1.9M reactions from USPTO patents (1976-2016). The task is: Predict the product of the given reaction. Given the reactants [NH2:1][C:2]1[C:7](Cl)=[C:6]([C:9]([O:11][CH3:12])=[O:10])[N:5]=[C:4]([CH:13]2[CH2:15][CH2:14]2)[N:3]=1.[CH3:16][Si:17]([C:20]#[CH:21])([CH3:19])[CH3:18], predict the reaction product. The product is: [NH2:1][C:2]1[C:7]([C:21]#[C:20][Si:17]([CH3:19])([CH3:18])[CH3:16])=[C:6]([C:9]([O:11][CH3:12])=[O:10])[N:5]=[C:4]([CH:13]2[CH2:15][CH2:14]2)[N:3]=1.